Dataset: Catalyst prediction with 721,799 reactions and 888 catalyst types from USPTO. Task: Predict which catalyst facilitates the given reaction. (1) Reactant: Br[C:2]1[CH:11]=[C:10]2[C:5]([CH:6]=[C:7]([NH:12][C:13]([CH:15]3[CH2:17][CH2:16]3)=[O:14])[N:8]=[CH:9]2)=[CH:4][CH:3]=1.O1CCCC1.[CH:23]1([Mg]Cl)[CH2:28][CH2:27][CH2:26][CH2:25][CH2:24]1. Product: [CH:23]1([C:2]2[CH:11]=[C:10]3[C:5]([CH:6]=[C:7]([NH:12][C:13]([CH:15]4[CH2:17][CH2:16]4)=[O:14])[N:8]=[CH:9]3)=[CH:4][CH:3]=2)[CH2:28][CH2:27][CH2:26][CH2:25][CH2:24]1. The catalyst class is: 28. (2) Reactant: [CH3:1][N:2]1[C:7](=[O:8])[C:6]2[C:9]([C:30]3[CH:35]=[CH:34][CH:33]=[CH:32][CH:31]=3)=[C:10]([C:12]3[CH:17]=[CH:16][C:15]([C:18]4([NH:22][C:23](=[O:29])[O:24][C:25]([CH3:28])([CH3:27])[CH3:26])[CH2:21][CH2:20][CH2:19]4)=[CH:14][CH:13]=3)[O:11][C:5]=2[N:4]=[C:3]1S(C)(=O)=O.[OH-].[Na+].C1C[O:45]CC1.CO. Product: [CH3:1][N:2]1[C:7](=[O:8])[C:6]2[C:9]([C:30]3[CH:35]=[CH:34][CH:33]=[CH:32][CH:31]=3)=[C:10]([C:12]3[CH:17]=[CH:16][C:15]([C:18]4([NH:22][C:23](=[O:29])[O:24][C:25]([CH3:28])([CH3:27])[CH3:26])[CH2:21][CH2:20][CH2:19]4)=[CH:14][CH:13]=3)[O:11][C:5]=2[NH:4][C:3]1=[O:45]. The catalyst class is: 6. (3) Reactant: P(Cl)(Cl)([Cl:3])=O.[CH3:6][N:7]1[CH2:12][CH2:11][CH:10]([O:13][C:14]2[CH:23]=[CH:22][CH:21]=[C:20]3[C:15]=2[C:16](=O)[NH:17][CH:18]=[N:19]3)[CH2:9][CH2:8]1.C(N(C(C)C)CC)(C)C. Product: [Cl:3][C:16]1[C:15]2[C:20](=[CH:21][CH:22]=[CH:23][C:14]=2[O:13][CH:10]2[CH2:11][CH2:12][N:7]([CH3:6])[CH2:8][CH2:9]2)[N:19]=[CH:18][N:17]=1. The catalyst class is: 2. (4) Reactant: [CH3:1][CH:2]1[CH2:7][CH2:6][N:5]([C:8](=[O:19])[CH:9]([NH2:18])[CH2:10][CH2:11][C:12]2[CH:17]=[CH:16][CH:15]=[CH:14][CH:13]=2)[CH2:4][CH2:3]1.[Cl:20][C:21]1[CH:26]=[CH:25][CH:24]=[CH:23][C:22]=1[S:27](Cl)(=[O:29])=[O:28].CCN(C(C)C)C(C)C. Product: [Cl:20][C:21]1[CH:26]=[CH:25][CH:24]=[CH:23][C:22]=1[S:27]([NH:18][CH:9]([C:8]([N:5]1[CH2:6][CH2:7][CH:2]([CH3:1])[CH2:3][CH2:4]1)=[O:19])[CH2:10][CH2:11][C:12]1[CH:13]=[CH:14][CH:15]=[CH:16][CH:17]=1)(=[O:29])=[O:28]. The catalyst class is: 2. (5) Reactant: [CH3:1][C:2](=O)[CH3:3].[NH2:5][CH2:6][C:7]1[C:12]([Cl:13])=[CH:11][CH:10]=[C:9]2[N:14]([C:29]3[C:30]4[C@H:37]([CH3:38])[CH2:36][CH2:35][C:31]=4[N:32]=[CH:33][N:34]=3)[CH2:15][C:16]3([CH2:21][CH2:20][N:19]([C:22]([O:24][C:25]([CH3:28])([CH3:27])[CH3:26])=[O:23])[CH2:18][CH2:17]3)[C:8]=12.[BH-](OC(C)=O)(OC(C)=O)OC(C)=O.[Na+]. Product: [Cl:13][C:12]1[C:7]([CH2:6][NH:5][CH:2]([CH3:3])[CH3:1])=[C:8]2[C:16]3([CH2:21][CH2:20][N:19]([C:22]([O:24][C:25]([CH3:28])([CH3:27])[CH3:26])=[O:23])[CH2:18][CH2:17]3)[CH2:15][N:14]([C:29]3[C:30]4[C@H:37]([CH3:38])[CH2:36][CH2:35][C:31]=4[N:32]=[CH:33][N:34]=3)[C:9]2=[CH:10][CH:11]=1. The catalyst class is: 279. (6) Reactant: [CH3:1][O:2][C:3](=[O:17])[CH2:4][CH2:5][C:6]([C:8]1[CH:13]=[CH:12][C:11]([CH2:14][CH2:15][OH:16])=[CH:10][CH:9]=1)=O. Product: [CH3:1][O:2][C:3](=[O:17])[CH2:4][CH2:5][CH2:6][C:8]1[CH:9]=[CH:10][C:11]([CH2:14][CH2:15][OH:16])=[CH:12][CH:13]=1. The catalyst class is: 19. (7) Reactant: [N+]([C:4]1[CH:9]=[CH:8][CH:7]=[CH:6][C:5]=1I)([O-])=O.C([O-])([O-])=O.[K+].[K+].[CH3:17][CH2:18][CH2:19][CH2:20][CH2:21][CH3:22].C(OCC)(=O)C. Product: [C:4]1([C:19]2[CH:18]=[CH:17][CH:22]=[CH:21][CH:20]=2)[CH:9]=[CH:8][CH:7]=[CH:6][CH:5]=1. The catalyst class is: 70. (8) The catalyst class is: 2. Reactant: CN(C(ON1N=NC2C=CC=NC1=2)=[N+](C)C)C.F[P-](F)(F)(F)(F)F.[NH2:25][C@@H:26]([C:31]([CH3:34])([CH3:33])[CH3:32])[C:27]([O:29][CH3:30])=[O:28].[C:35](O)(=[O:43])[CH2:36][CH2:37][CH2:38][CH2:39][CH2:40][CH:41]=[CH2:42].CCN(C(C)C)C(C)C. Product: [CH3:32][C:31]([CH3:34])([CH3:33])[C@H:26]([NH:25][C:35](=[O:43])[CH2:36][CH2:37][CH2:38][CH2:39][CH2:40][CH:41]=[CH2:42])[C:27]([O:29][CH3:30])=[O:28]. (9) Reactant: [N:1]1[C:10]2[C:5](=[CH:6][C:7]([CH2:11][N:12]3[C:16]4=[N:17][C:18]([C:21]5[CH:30]=[CH:29][C:24]([C:25]([O:27]C)=[O:26])=[CH:23][CH:22]=5)=[CH:19][CH:20]=[C:15]4[N:14]=[N:13]3)=[CH:8][CH:9]=2)[CH:4]=[CH:3][CH:2]=1.[OH-].[Li+].Cl. Product: [N:1]1[C:10]2[C:5](=[CH:6][C:7]([CH2:11][N:12]3[C:16]4=[N:17][C:18]([C:21]5[CH:30]=[CH:29][C:24]([C:25]([OH:27])=[O:26])=[CH:23][CH:22]=5)=[CH:19][CH:20]=[C:15]4[N:14]=[N:13]3)=[CH:8][CH:9]=2)[CH:4]=[CH:3][CH:2]=1. The catalyst class is: 24.